The task is: Predict the reaction yield, written as a fraction of the theoretical maximum amount of product (1.0 means a 100% yield; for example, 0.34 means a 34% yield).. This data is from Reaction yield outcomes from USPTO patents with 853,638 reactions. (1) The reactants are [C:1]([C:3]1[N:4]=[CH:5][C:6]([NH2:9])=[N:7][CH:8]=1)#[CH:2].C(N(CC)CC)C. The catalyst is C(OCC)(=O)C.[OH-].[OH-].[Pd+2]. The product is [NH2:9][C:6]1[CH:5]=[N:4][C:3]([CH2:1][CH3:2])=[CH:8][N:7]=1. The yield is 0.840. (2) The reactants are [Cl:1][C:2]1[CH:11]=[C:10]2[C:5]([C:6]([OH:13])=[CH:7][C:8](=[O:12])[NH:9]2)=[CH:4][C:3]=1[I:14].[N+:15]([O-])([OH:17])=[O:16]. No catalyst specified. The product is [Cl:1][C:2]1[CH:11]=[C:10]2[C:5]([C:6]([OH:13])=[C:7]([N+:15]([O-:17])=[O:16])[C:8](=[O:12])[NH:9]2)=[CH:4][C:3]=1[I:14]. The yield is 0.820. (3) The reactants are [OH:1][CH2:2][CH2:3][CH2:4][CH2:5][CH2:6][CH2:7][O:8][C:9]1[CH:14]=[CH:13][C:12](/[CH:15]=[CH:16]/[C:17]2[CH:22]=[CH:21][C:20]([O:23][CH2:24][CH2:25][CH2:26][CH2:27][CH2:28][CH2:29][OH:30])=[CH:19][CH:18]=2)=[CH:11][C:10]=1[CH3:31].C1CCCCC=1.C(O)C. The catalyst is [OH-].[OH-].[Pd+2].O. The product is [OH:1][CH2:2][CH2:3][CH2:4][CH2:5][CH2:6][CH2:7][O:8][C:9]1[CH:14]=[CH:13][C:12]([CH2:15][CH2:16][C:17]2[CH:18]=[CH:19][C:20]([O:23][CH2:24][CH2:25][CH2:26][CH2:27][CH2:28][CH2:29][OH:30])=[CH:21][CH:22]=2)=[CH:11][C:10]=1[CH3:31]. The yield is 0.860. (4) The reactants are [Br:1][C:2]1[C:7](=[O:8])[N:6]([C:9]2[CH:10]=[C:11]([CH:16]=[CH:17][C:18]=2[CH3:19])[C:12]([O:14]C)=[O:13])[C:5]([CH3:20])=[N:4][C:3]=1[O:21][CH2:22][C:23]1[CH:28]=[CH:27][C:26]([F:29])=[CH:25][C:24]=1[F:30].[OH-].[Na+].O1CCOCC1.FC(F)(F)C(O)=O. The catalyst is O. The product is [Br:1][C:2]1[C:7](=[O:8])[N:6]([C:9]2[CH:10]=[C:11]([CH:16]=[CH:17][C:18]=2[CH3:19])[C:12]([OH:14])=[O:13])[C:5]([CH3:20])=[N:4][C:3]=1[O:21][CH2:22][C:23]1[CH:28]=[CH:27][C:26]([F:29])=[CH:25][C:24]=1[F:30]. The yield is 0.440. (5) The reactants are [NH:1]1[C:5]2=[N:6][CH:7]=[N:8][C:9]([NH2:10])=[C:4]2[CH:3]=[N:2]1.C1C(=O)N([I:18])C(=O)C1.C([O-])(O)=O.[Na+]. The catalyst is CN(C=O)C. The product is [I:18][C:3]1[C:4]2[C:5](=[N:6][CH:7]=[N:8][C:9]=2[NH2:10])[NH:1][N:2]=1. The yield is 0.690. (6) The reactants are [CH3:1][O:2][C:3](=[O:23])[CH2:4][CH2:5][C:6]1[CH:11]=[CH:10][C:9]([O:12][C:13]2[CH:18]=[CH:17][CH:16]=[C:15]([C:19]#[N:20])[CH:14]=2)=[CH:8][C:7]=1[CH2:21][CH3:22].[H][H]. The catalyst is [Pd].C(O)(=O)C. The product is [CH3:1][O:2][C:3](=[O:23])[CH2:4][CH2:5][C:6]1[CH:11]=[CH:10][C:9]([O:12][C:13]2[CH:18]=[CH:17][CH:16]=[C:15]([CH2:19][NH2:20])[CH:14]=2)=[CH:8][C:7]=1[CH2:21][CH3:22]. The yield is 0.740.